Dataset: Full USPTO retrosynthesis dataset with 1.9M reactions from patents (1976-2016). Task: Predict the reactants needed to synthesize the given product. (1) Given the product [CH2:34]([N:41]1[C:46](=[O:47])[C:45]([CH2:48][N:11]2[CH2:12][CH2:13][N:8]([CH3:6])[CH2:9][CH2:10]2)=[CH:44][C:43]([C:54]2[CH:59]=[CH:58][C:57]([F:60])=[C:56]([CH3:61])[CH:55]=2)=[N:42]1)[C:35]1[CH:40]=[CH:39][CH:38]=[CH:37][CH:36]=1, predict the reactants needed to synthesize it. The reactants are: C(O[C:6]([N:8]1[CH2:13][CH2:12][N:11](C2C(=O)N(CC(C)C)N=C(C3C=CC(C)=C(F)C=3)C=2C)[CH2:10][CH2:9]1)=O)(C)(C)C.[CH2:34]([N:41]1[C:46](=[O:47])[C:45]([CH2:48]OS(C)(=O)=O)=[CH:44][C:43]([C:54]2[CH:59]=[CH:58][C:57]([F:60])=[C:56]([CH3:61])[CH:55]=2)=[N:42]1)[C:35]1[CH:40]=[CH:39][CH:38]=[CH:37][CH:36]=1.CN1CCNCC1. (2) Given the product [Cl:1][C:2]1[CH:3]=[C:4]([C:9]([OH:15])([CH2:18][CH:17]=[CH2:16])[C:10]([O:12][CH2:13][CH3:14])=[O:11])[CH:5]=[CH:6][C:7]=1[Cl:8], predict the reactants needed to synthesize it. The reactants are: [Cl:1][C:2]1[CH:3]=[C:4]([C:9](=[O:15])[C:10]([O:12][CH2:13][CH3:14])=[O:11])[CH:5]=[CH:6][C:7]=1[Cl:8].[CH2:16]([Sn](CCCC)(CCCC)CCCC)[CH:17]=[CH2:18]. (3) The reactants are: [Br:1][C:2]1[N:7]2[N:8]=[C:9]([CH3:12])[C:10]([NH2:11])=[C:6]2[CH:5]=[CH:4][CH:3]=1.C(N(CC)CC)C.[C:20](O[C:20]([O:22][C:23]([CH3:26])([CH3:25])[CH3:24])=[O:21])([O:22][C:23]([CH3:26])([CH3:25])[CH3:24])=[O:21].O. Given the product [Br:1][C:2]1[N:7]2[N:8]=[C:9]([CH3:12])[C:10]([NH:11][C:20](=[O:21])[O:22][C:23]([CH3:26])([CH3:25])[CH3:24])=[C:6]2[CH:5]=[CH:4][CH:3]=1, predict the reactants needed to synthesize it.